Dataset: Forward reaction prediction with 1.9M reactions from USPTO patents (1976-2016). Task: Predict the product of the given reaction. The product is: [NH2:1][C:2]1[C:3]2[C:10]([Br:11])=[CH:9][N:8]([C@@H:12]3[O:16][C@:15]([C:17]#[CH:18])([CH2:19][OH:20])[C@@H:14]([OH:21])[CH2:13]3)[C:4]=2[N:5]=[CH:6][N:7]=1. Given the reactants [NH2:1][C:2]1[C:3]2[C:10]([Br:11])=[CH:9][N:8]([C@@H:12]3[O:16][C@@:15]([CH2:19][OH:20])([C:17]#[CH:18])[C@@H:14]([O:21][Si](C(C)(C)C)(C)C)[CH2:13]3)[C:4]=2[N:5]=[CH:6][N:7]=1.CCCC[N+](CCCC)(CCCC)CCCC.[F-], predict the reaction product.